This data is from Full USPTO retrosynthesis dataset with 1.9M reactions from patents (1976-2016). The task is: Predict the reactants needed to synthesize the given product. (1) Given the product [CH:8]1([NH:11][C:12]([C:14]2[CH:19]=[CH:18][C:17]([C:20]3[N:24]4[CH:25]=[C:26]([C:33]([NH2:35])=[O:34])[N:27]=[C:28]([NH:43][CH2:42][CH:39]5[CH2:40][CH2:41][O:36][CH2:37][CH2:38]5)[C:23]4=[N:22][CH:21]=3)=[CH:16][CH:15]=2)=[O:13])[CH2:10][CH2:9]1, predict the reactants needed to synthesize it. The reactants are: CN1C(=O)CCC1.[CH:8]1([NH:11][C:12]([C:14]2[CH:19]=[CH:18][C:17]([C:20]3[N:24]4[CH:25]=[C:26]([C:33]([NH2:35])=[O:34])[N:27]=[C:28](S(C)(=O)=O)[C:23]4=[N:22][CH:21]=3)=[CH:16][CH:15]=2)=[O:13])[CH2:10][CH2:9]1.[O:36]1[CH2:41][CH2:40][CH:39]([CH2:42][NH2:43])[CH2:38][CH2:37]1.O. (2) Given the product [OH:8][N:9]1[C:14]2[N:15]=[CH:16][N:17]=[C:18]([CH3:19])[C:13]=2[C:12]([NH:20][C:21](=[O:28])[C:22]2[CH:23]=[CH:24][CH:25]=[CH:26][CH:27]=2)=[CH:11][C:10]1=[O:29], predict the reactants needed to synthesize it. The reactants are: C([O:8][N:9]1[C:14]2[N:15]=[CH:16][N:17]=[C:18]([CH3:19])[C:13]=2[C:12]([NH:20][C:21](=[O:28])[C:22]2[CH:27]=[CH:26][CH:25]=[CH:24][CH:23]=2)=[CH:11][C:10]1=[O:29])C1C=CC=CC=1.CO.[H][H]. (3) Given the product [N:32]1[C:31]2[NH:35][CH:36]=[CH:37][C:30]=2[C:29]([NH:1][C@H:2]([C:4]2[N:13]([C:14]3[CH:19]=[CH:18][CH:17]=[C:16]([O:20][CH2:21][C:22]([F:23])([F:25])[F:24])[CH:15]=3)[C:12](=[O:26])[C:11]3[C:6](=[CH:7][CH:8]=[CH:9][C:10]=3[Cl:27])[N:5]=2)[CH3:3])=[N:34][CH:33]=1, predict the reactants needed to synthesize it. The reactants are: [NH2:1][C@H:2]([C:4]1[N:13]([C:14]2[CH:19]=[CH:18][CH:17]=[C:16]([O:20][CH2:21][C:22]([F:25])([F:24])[F:23])[CH:15]=2)[C:12](=[O:26])[C:11]2[C:6](=[CH:7][CH:8]=[CH:9][C:10]=2[Cl:27])[N:5]=1)[CH3:3].Cl[C:29]1[C:30]2[CH:37]=[CH:36][NH:35][C:31]=2[N:32]=[CH:33][N:34]=1.C(N(C(C)C)CC)(C)C. (4) Given the product [NH2:17][C:15]1[N:14]=[CH:13][N:12]=[C:11]2[N:10]([C@H:18]3[CH2:23][CH2:22][C@H:21]([N:24]4[CH2:25][CH2:26][N:27]([CH3:30])[CH2:28][CH2:29]4)[CH2:20][CH2:19]3)[N:9]=[C:8]([C:5]3[CH:6]=[CH:7][C:2]([NH:1][C:35](=[O:36])[C:34]([CH3:33])([CH3:45])[CH2:38][C:39]4[CH:44]=[CH:43][CH:42]=[CH:41][CH:40]=4)=[C:3]([O:31][CH3:32])[CH:4]=3)[C:16]=12, predict the reactants needed to synthesize it. The reactants are: [NH2:1][C:2]1[CH:7]=[CH:6][C:5]([C:8]2[C:16]3[C:11](=[N:12][CH:13]=[N:14][C:15]=3[NH2:17])[N:10]([C@H:18]3[CH2:23][CH2:22][C@H:21]([N:24]4[CH2:29][CH2:28][N:27]([CH3:30])[CH2:26][CH2:25]4)[CH2:20][CH2:19]3)[N:9]=2)=[CH:4][C:3]=1[O:31][CH3:32].[CH3:33][C:34]([CH3:45])([CH2:38][C:39]1[CH:44]=[CH:43][CH:42]=[CH:41][CH:40]=1)[C:35](Cl)=[O:36]. (5) Given the product [Si:40]([O:39][C@H:38]1[C@@H:37]([O:47][Si:48]([C:51]([CH3:53])([CH3:54])[CH3:52])([CH3:49])[CH3:50])[C@H:36]([N:55]2[CH:60]=[CH:59][C:58](=[O:61])[N:57]([CH2:62][C:63]3[CH:68]=[CH:67][C:66]([O:69][CH3:70])=[CH:65][CH:64]=3)[C:56]2=[O:71])[O:35][CH:34]1[C@@H:32]([OH:33])[C@@H:24]([C:25]([O:27][C:28]([CH3:31])([CH3:30])[CH3:29])=[O:26])[NH:23][CH2:19][CH2:18][CH2:17][NH:16][C:15](=[O:21])[C@H:11]([C@@H:12]([OH:14])[CH3:13])[NH:10][C:9](=[O:22])[O:8][CH2:1][C:2]1[CH:7]=[CH:6][CH:5]=[CH:4][CH:3]=1)([C:43]([CH3:44])([CH3:45])[CH3:46])([CH3:42])[CH3:41], predict the reactants needed to synthesize it. The reactants are: [CH2:1]([O:8][C:9](=[O:22])[NH:10][C@H:11]([C:15](=[O:21])[NH:16][CH2:17][CH2:18][CH:19]=O)[C@@H:12]([OH:14])[CH3:13])[C:2]1[CH:7]=[CH:6][CH:5]=[CH:4][CH:3]=1.[NH2:23][C@@H:24]([C@@H:32]([C@@H:34]1[C@@H:38]([O:39][Si:40]([C:43]([CH3:46])([CH3:45])[CH3:44])([CH3:42])[CH3:41])[C@@H:37]([O:47][Si:48]([C:51]([CH3:54])([CH3:53])[CH3:52])([CH3:50])[CH3:49])[C@H:36]([N:55]2[CH:60]=[CH:59][C:58](=[O:61])[N:57]([CH2:62][C:63]3[CH:68]=[CH:67][C:66]([O:69][CH3:70])=[CH:65][CH:64]=3)[C:56]2=[O:71])[O:35]1)[OH:33])[C:25]([O:27][C:28]([CH3:31])([CH3:30])[CH3:29])=[O:26].C(O[BH-](OC(=O)C)OC(=O)C)(=O)C.[Na+]. (6) Given the product [C:1]([C:5]1[NH:9][C:8]([C:10]2[N:15]=[C:14]3[N:16]([C@H:17]([CH3:22])[C:18]([CH3:21])([CH3:20])[CH3:19])[C:39]([NH2:38])=[N:23][C:13]3=[CH:12][CH:11]=2)=[C:7]([C:26]2[CH:31]=[CH:30][C:29]([F:32])=[CH:28][CH:27]=2)[N:6]=1)([CH3:4])([CH3:3])[CH3:2], predict the reactants needed to synthesize it. The reactants are: [C:1]([C:5]1[NH:9][C:8]([C:10]2[N:15]=[C:14]([NH:16][C@H:17]([CH3:22])[C:18]([CH3:21])([CH3:20])[CH3:19])[C:13]([N+:23]([O-])=O)=[CH:12][CH:11]=2)=[C:7]([C:26]2[CH:31]=[CH:30][C:29]([F:32])=[CH:28][CH:27]=2)[N:6]=1)([CH3:4])([CH3:3])[CH3:2].O.O.[Sn](Cl)Cl.[N:38]#[C:39]Br.